Predict the reactants needed to synthesize the given product. From a dataset of Full USPTO retrosynthesis dataset with 1.9M reactions from patents (1976-2016). Given the product [NH2:33][C:34]1[C:43]2[C:38](=[CH:39][C:40]([NH:44][C@H:45]([C:49]3[CH:54]=[CH:53][CH:52]=[C:51]([Cl:55])[CH:50]=3)[C:46]([NH:2][C@@H:3]([C:9]3[CH:14]=[C:13]([NH:15][C:16]([O:18][CH3:19])=[O:17])[CH:12]=[CH:11][C:10]=3[S:20]([CH:23]([CH3:24])[CH3:25])(=[O:22])=[O:21])[CH2:4][C:5]([OH:7])=[O:6])=[O:47])=[CH:41][CH:42]=2)[CH:37]=[CH:36][N:35]=1, predict the reactants needed to synthesize it. The reactants are: Cl.[NH2:2][C@@H:3]([C:9]1[CH:14]=[C:13]([NH:15][C:16]([O:18][CH3:19])=[O:17])[CH:12]=[CH:11][C:10]=1[S:20]([CH:23]([CH3:25])[CH3:24])(=[O:22])=[O:21])[CH2:4][C:5]([O:7]C)=[O:6].C(OC([N:33](C(OC(C)(C)C)=O)[C:34]1[C:43]2[C:38](=[CH:39][C:40]([NH:44][CH:45]([C:49]3[CH:54]=[CH:53][CH:52]=[C:51]([Cl:55])[CH:50]=3)[C:46](O)=[O:47])=[CH:41][CH:42]=2)[CH:37]=[CH:36][N:35]=1)=O)(C)(C)C.